From a dataset of Forward reaction prediction with 1.9M reactions from USPTO patents (1976-2016). Predict the product of the given reaction. (1) Given the reactants [CH3:1][O:2][C:3]1[CH:4]=[C:5]2[C:10](=[CH:11][C:12]=1[O:13][CH3:14])[N:9]=[CH:8][CH:7]=[C:6]2[O:15][C:16]1[CH:22]=[CH:21][C:19]([NH2:20])=[C:18]([CH3:23])[C:17]=1[CH3:24].[C:25]1(C)C=CC=CC=1.C(N([CH2:37][CH3:38])CC)C.ClC(Cl)(O[C:43](=[O:49])[O:44][C:45](Cl)(Cl)Cl)Cl.COC1C=[C:55]([CH:58]=[C:59]([O:61][CH3:62])C=1)[CH2:56][OH:57], predict the reaction product. The product is: [CH3:1][O:2][C:3]1[CH:4]=[C:5]2[C:10](=[CH:11][C:12]=1[O:13][CH3:14])[N:9]=[CH:8][CH:7]=[C:6]2[O:15][C:16]1[CH:22]=[CH:21][C:19]([NH:20][C:43](=[O:49])[O:44][CH2:45][C:38]2[CH:37]=[C:59]([O:61][CH3:62])[CH:58]=[CH:55][C:56]=2[O:57][CH3:25])=[C:18]([CH3:23])[C:17]=1[CH3:24]. (2) The product is: [Cl:1][C:2]1[CH:3]=[C:4]([N:8]2[C:12]([CH2:13][NH:14][C:36]([NH:35][C:29]3[CH:30]=[CH:31][C:32]([CH2:33][OH:34])=[C:27]([F:26])[CH:28]=3)=[O:37])=[CH:11][C:10]([C:15]([F:16])([F:17])[F:18])=[N:9]2)[CH:5]=[CH:6][CH:7]=1. Given the reactants [Cl:1][C:2]1[CH:3]=[C:4]([N:8]2[C:12]([CH2:13][NH2:14])=[CH:11][C:10]([C:15]([F:18])([F:17])[F:16])=[N:9]2)[CH:5]=[CH:6][CH:7]=1.CCN(CC)CC.[F:26][C:27]1[CH:28]=[C:29]([NH:35][C:36](=O)[O:37]C2C=CC=CC=2)[CH:30]=[CH:31][C:32]=1[CH2:33][OH:34], predict the reaction product. (3) Given the reactants [CH3:1][N:2]([CH3:13])[CH2:3][C:4]1[CH:9]=[C:8]([CH3:10])[C:7]([OH:11])=[C:6]([CH3:12])[CH:5]=1.[CH3:14][I:15], predict the reaction product. The product is: [I-:15].[CH3:13][N+:2]([CH3:14])([CH3:1])[CH2:3][C:4]1[CH:5]=[C:6]([CH3:12])[C:7]([OH:11])=[C:8]([CH3:10])[CH:9]=1. (4) Given the reactants [CH:1]1([CH2:7][N:8]2[C:12]([C:13]3[S:14][C:15]4[N:16]=[CH:17][N:18]=[C:19](SC)[C:20]=4[N:21]=3)=[C:11]([C:24]3[CH:29]=[CH:28][CH:27]=[CH:26][CH:25]=3)[N:10]=[CH:9]2)[CH2:6][CH2:5][CH2:4][CH2:3][CH2:2]1.C([N:32]1C(C2SC3N=CN=C(SC)C=3C=2)=C(C2C=CC=CC=2)N=C1)C.N, predict the reaction product. The product is: [CH:1]1([CH2:7][N:8]2[C:12]([C:13]3[S:14][C:15]4[N:16]=[CH:17][N:18]=[C:19]([NH2:32])[C:20]=4[N:21]=3)=[C:11]([C:24]3[CH:25]=[CH:26][CH:27]=[CH:28][CH:29]=3)[N:10]=[CH:9]2)[CH2:6][CH2:5][CH2:4][CH2:3][CH2:2]1. (5) Given the reactants [OH:1][CH2:2][C:3]1[CH:8]=[CH:7][N:6]2[N:9]=[CH:10][C:11](C(OC)=O)=[C:5]2[CH:4]=1.[OH-].[Na+], predict the reaction product. The product is: [N:9]1[N:6]2[CH:7]=[CH:8][C:3]([CH2:2][OH:1])=[CH:4][C:5]2=[CH:11][CH:10]=1. (6) Given the reactants S(O[CH2:12][C@H:13]1[O:17][C:16](=[O:18])[NH:15][CH2:14]1)(C1C=CC(C)=CC=1)(=O)=O.[C-:19]#[N:20].[Na+], predict the reaction product. The product is: [C:19]([CH2:12][CH:13]1[O:17][C:16](=[O:18])[NH:15][CH2:14]1)#[N:20]. (7) Given the reactants [CH2:1]([C:4]1[CH:5]=[C:6]([CH2:10][C@H:11]([NH:19][C:20](=[O:31])[C@H:21]([CH3:30])[CH2:22][S:23]([CH2:26][CH2:27]C=C)(=[O:25])=[O:24])[C@@H:12]2[CH2:16][C@@H:15]([CH3:17])[C:14](=[O:18])[O:13]2)[CH:7]=[CH:8][CH:9]=1)[CH:2]=[CH2:3], predict the reaction product. The product is: [CH3:30][C@@H:21]1[CH2:22][S:23](=[O:25])(=[O:24])[CH2:26][CH2:27][CH:3]=[CH:2][CH2:1][C:4]2[CH:5]=[C:6]([CH:7]=[CH:8][CH:9]=2)[CH2:10][C@@H:11]([C@@H:12]2[CH2:16][C@@H:15]([CH3:17])[C:14](=[O:18])[O:13]2)[NH:19][C:20]1=[O:31].